Dataset: Reaction yield outcomes from USPTO patents with 853,638 reactions. Task: Predict the reaction yield, written as a fraction of the theoretical maximum amount of product (1.0 means a 100% yield; for example, 0.34 means a 34% yield). The yield is 0.460. The product is [CH3:15][C:13]1[N:9]([C:6]2[CH:5]=[CH:4][C:3]([CH:1]=[CH2:2])=[CH:8][CH:7]=2)[N:10]=[CH:11][N:12]=1. The catalyst is C1COCC1. The reactants are [CH:1]([C:3]1[CH:8]=[CH:7][C:6]([N:9]2[CH:13]=[N:12][CH:11]=[N:10]2)=[CH:5][CH:4]=1)=[CH2:2].[Li][CH2:15]CCC.CI.